This data is from Reaction yield outcomes from USPTO patents with 853,638 reactions. The task is: Predict the reaction yield, written as a fraction of the theoretical maximum amount of product (1.0 means a 100% yield; for example, 0.34 means a 34% yield). (1) The reactants are [Cl:1][CH2:2][CH2:3][CH2:4][O:5][C:6]1[CH:7]=[C:8]2[C:13](=[CH:14][C:15]=1[O:16][CH3:17])[N:12]=[CH:11][N:10]=[C:9]2O.O=P(Cl)(Cl)[Cl:21]. No catalyst specified. The product is [Cl:21][C:9]1[C:8]2[C:13](=[CH:14][C:15]([O:16][CH3:17])=[C:6]([O:5][CH2:4][CH2:3][CH2:2][Cl:1])[CH:7]=2)[N:12]=[CH:11][N:10]=1. The yield is 0.860. (2) The reactants are [Cl:1][C:2]1[N:7]=[C:6]([NH2:8])[C:5]([CH3:9])=[CH:4][N:3]=1.Br[C:11]1[CH:16]=[CH:15][C:14]([F:17])=[C:13]([O:18][CH3:19])[CH:12]=1.CC1(C)C2C(=C(P(C3C=CC=CC=3)C3C=CC=CC=3)C=CC=2)OC2C(P(C3C=CC=CC=3)C3C=CC=CC=3)=CC=CC1=2.C(=O)([O-])[O-].[Cs+].[Cs+]. The catalyst is O1CCOCC1.C(Cl)Cl.C1C=CC(/C=C/C(/C=C/C2C=CC=CC=2)=O)=CC=1.C1C=CC(/C=C/C(/C=C/C2C=CC=CC=2)=O)=CC=1.C1C=CC(/C=C/C(/C=C/C2C=CC=CC=2)=O)=CC=1.[Pd].[Pd]. The product is [Cl:1][C:2]1[N:7]=[C:6]([NH:8][C:11]2[CH:16]=[CH:15][C:14]([F:17])=[C:13]([O:18][CH3:19])[CH:12]=2)[C:5]([CH3:9])=[CH:4][N:3]=1. The yield is 0.140. (3) The reactants are [N+:1]([C:4]1[CH:5]=[C:6]2[C:10](=[CH:11][CH:12]=1)[NH:9][C:8]([CH:13]([CH3:16])[CH2:14][OH:15])=[CH:7]2)([O-])=O.O.O.[Sn](Cl)(Cl)(Cl)Cl. The catalyst is C(O)C.C(OCC)(=O)C.O.C([O-])(O)=O.[Na+]. The product is [NH2:1][C:4]1[CH:5]=[C:6]2[C:10](=[CH:11][CH:12]=1)[NH:9][C:8]([CH:13]([CH3:16])[CH2:14][OH:15])=[CH:7]2. The yield is 0.820. (4) The reactants are [CH:1]([C:4]1[C:5]([O:36]COC)=[CH:6][C:7]([O:32]COC)=[C:8]([C:10]2[N:11]([C:24]3[CH:29]=[CH:28][C:27]([O:30][CH3:31])=[CH:26][CH:25]=3)[C:12]([S:15]([CH2:18][CH2:19][CH2:20][N:21]([CH3:23])[CH3:22])(=[O:17])=[O:16])=[N:13][N:14]=2)[CH:9]=1)([CH3:3])[CH3:2].Cl.C(=O)([O-])O.[Na+]. The catalyst is C(O)C. The product is [CH3:23][N:21]([CH3:22])[CH2:20][CH2:19][CH2:18][S:15]([C:12]1[N:11]([C:24]2[CH:25]=[CH:26][C:27]([O:30][CH3:31])=[CH:28][CH:29]=2)[C:10]([C:8]2[CH:9]=[C:4]([CH:1]([CH3:3])[CH3:2])[C:5]([OH:36])=[CH:6][C:7]=2[OH:32])=[N:14][N:13]=1)(=[O:17])=[O:16]. The yield is 0.357.